Dataset: Forward reaction prediction with 1.9M reactions from USPTO patents (1976-2016). Task: Predict the product of the given reaction. (1) Given the reactants Cl.[C:2]([O:6][C:7]([N:9]1[CH2:14][CH2:13][CH2:12][C:11](=[CH:15][O:16]C)[CH:10]1[CH2:18][C:19]1[CH:24]=[CH:23][CH:22]=[CH:21][CH:20]=1)=[O:8])([CH3:5])([CH3:4])[CH3:3], predict the reaction product. The product is: [C:2]([O:6][C:7]([N:9]1[CH2:14][CH2:13][CH2:12][CH:11]([CH:15]=[O:16])[CH:10]1[CH2:18][C:19]1[CH:20]=[CH:21][CH:22]=[CH:23][CH:24]=1)=[O:8])([CH3:5])([CH3:3])[CH3:4]. (2) Given the reactants [CH2:1]([C:8]1[CH:13]=[C:12]([O:14][CH3:15])[CH:11]=[CH:10][C:9]=1[CH2:16][C:17]([OH:19])=O)[C:2]1[CH:7]=[CH:6][CH:5]=[CH:4][CH:3]=1.CN(C=O)C.C(Cl)(=O)C(Cl)=O.[Al+3].[Cl-].[Cl-].[Cl-], predict the reaction product. The product is: [CH3:15][O:14][C:12]1[CH:11]=[CH:10][C:9]2[CH2:16][C:17](=[O:19])[C:7]3[CH:6]=[CH:5][CH:4]=[CH:3][C:2]=3[CH2:1][C:8]=2[CH:13]=1. (3) Given the reactants [Cl:1][C:2]1[CH:7]=[CH:6][C:5]([C:8]([CH3:14])([CH3:13])[C:9]([O:11]C)=[O:10])=[CH:4][C:3]=1[N+:15]([O-:17])=[O:16].[OH-].[K+], predict the reaction product. The product is: [Cl:1][C:2]1[CH:7]=[CH:6][C:5]([C:8]([CH3:14])([CH3:13])[C:9]([OH:11])=[O:10])=[CH:4][C:3]=1[N+:15]([O-:17])=[O:16]. (4) Given the reactants Cl[C:2]1[N:10]=[C:9]([Cl:11])[CH:8]=[CH:7][C:3]=1[C:4]([NH2:6])=[O:5].BrC1C=CC(O[CH:18]2[CH2:27][CH2:26][C:21]3(OCCO3)[CH2:20][CH2:19]2)=CC=1.[C:30]([O-:33])([O-])=[O:31].[Cs+].[Cs+].[CH3:36]OCCOC.O, predict the reaction product. The product is: [C:4]([C:3]1[C:2]([C:21]2[CH:20]=[CH:19][C:18]([C:30]([O:33][CH3:36])=[O:31])=[CH:27][CH:26]=2)=[N:10][C:9]([Cl:11])=[CH:8][CH:7]=1)(=[O:5])[NH2:6]. (5) Given the reactants [Cl:1][C:2]1[CH:7]=[CH:6][C:5]([C:8]2[S:9][C:10]([CH2:14][O:15][CH2:16][CH:17]3[CH2:22][CH2:21][CH2:20][N:19]([C:23]4[CH:30]=[CH:29][CH:28]=[CH:27][C:24]=4[CH:25]=[O:26])[CH2:18]3)=[C:11]([CH3:13])[N:12]=2)=[CH:4][CH:3]=1.[Na].[C:32](=O)(O)[O-:33].[Na+], predict the reaction product. The product is: [Cl:1][C:2]1[CH:3]=[CH:4][C:5]([C:8]2[S:9][C:10]([CH2:14][O:15][CH2:16][CH:17]3[CH2:22][CH2:21][CH2:20][N:19]([C:23]4[CH:30]=[CH:29][CH:28]=[CH:27][C:24]=4[C:25]([O:33][CH3:32])=[O:26])[CH2:18]3)=[C:11]([CH3:13])[N:12]=2)=[CH:6][CH:7]=1.